This data is from Forward reaction prediction with 1.9M reactions from USPTO patents (1976-2016). The task is: Predict the product of the given reaction. (1) Given the reactants [C:1]1([CH3:15])[CH:6]=[CH:5][C:4]([NH:7][C:8]2[C:9]([NH2:14])=[CH:10][CH:11]=[CH:12][CH:13]=2)=[CH:3][CH:2]=1.N[C:17](N)=[O:18], predict the reaction product. The product is: [C:1]1([CH3:15])[CH:2]=[CH:3][C:4]([N:7]2[C:8]3[CH:13]=[CH:12][CH:11]=[CH:10][C:9]=3[NH:14][C:17]2=[O:18])=[CH:5][CH:6]=1. (2) Given the reactants [NH2:1][N:2]1[C:7](=[O:8])[C:6]2[CH:9]=[CH:10][S:11][C:5]=2[C:4]([C:12]2[CH:17]=[CH:16][CH:15]=[CH:14][CH:13]=2)=[N:3]1.N1C=CC=CC=1.[C:24]12([CH2:34][C:35](Cl)=[O:36])[CH2:33][CH:28]3[CH2:29][CH:30]([CH2:32][CH:26]([CH2:27]3)[CH2:25]1)[CH2:31]2, predict the reaction product. The product is: [C:24]12([CH2:34][C:35]([NH:1][N:2]3[C:7](=[O:8])[C:6]4[CH:9]=[CH:10][S:11][C:5]=4[C:4]([C:12]4[CH:17]=[CH:16][CH:15]=[CH:14][CH:13]=4)=[N:3]3)=[O:36])[CH2:31][CH:30]3[CH2:29][CH:28]([CH2:27][CH:26]([CH2:32]3)[CH2:25]1)[CH2:33]2.